From a dataset of Reaction yield outcomes from USPTO patents with 853,638 reactions. Predict the reaction yield, written as a fraction of the theoretical maximum amount of product (1.0 means a 100% yield; for example, 0.34 means a 34% yield). The yield is 0.510. The product is [C:10]([CH2:12][C:13]1([N:32]2[CH:36]=[C:35]([C:37]3[C:38]4[CH:45]=[CH:44][NH:43][C:39]=4[N:40]=[CH:41][N:42]=3)[CH:34]=[N:33]2)[CH2:16][N:15]([C:17]2[N:18]=[CH:19][C:20]([C:23]([NH:25][C@@H:26]([CH3:31])[C:27]([F:28])([F:29])[F:30])=[O:24])=[N:21][CH:22]=2)[CH2:14]1)#[N:11]. The reactants are B(F)(F)F.CCOCC.[C:10]([CH2:12][C:13]1([N:32]2[CH:36]=[C:35]([C:37]3[C:38]4[CH:45]=[CH:44][N:43](COCC[Si](C)(C)C)[C:39]=4[N:40]=[CH:41][N:42]=3)[CH:34]=[N:33]2)[CH2:16][N:15]([C:17]2[N:18]=[CH:19][C:20]([C:23]([NH:25][C@@H:26]([CH3:31])[C:27]([F:30])([F:29])[F:28])=[O:24])=[N:21][CH:22]=2)[CH2:14]1)#[N:11].[OH-].[NH4+].C([O-])(O)=O.[Na+]. The catalyst is C(#N)C.O.